Dataset: Reaction yield outcomes from USPTO patents with 853,638 reactions. Task: Predict the reaction yield, written as a fraction of the theoretical maximum amount of product (1.0 means a 100% yield; for example, 0.34 means a 34% yield). (1) The reactants are [N:1]1([C:7]([O:9][C:10]([CH3:13])([CH3:12])[CH3:11])=[O:8])[CH2:6][CH2:5][NH:4][CH2:3][CH2:2]1.C(N(CC)CC)C.Cl[C:22]1[N:27]=[CH:26][C:25]([C:28](Cl)=[O:29])=[CH:24][CH:23]=1.CO.C(Cl)[Cl:34]. The catalyst is CN(C)C1C=CN=CC=1.C(Cl)Cl. The product is [Cl:34][C:26]1[N:27]=[CH:22][CH:23]=[CH:24][C:25]=1[C:28]([N:4]1[CH2:5][CH2:6][N:1]([C:7]([O:9][C:10]([CH3:13])([CH3:12])[CH3:11])=[O:8])[CH2:2][CH2:3]1)=[O:29]. The yield is 0.890. (2) The reactants are Br[CH2:2][C:3]([N:5]1[CH2:9][CH2:8][CH2:7][C@H:6]1[C:10]#[N:11])=[O:4].[NH2:12][CH:13]([CH2:24][CH:25]([CH3:27])[CH3:26])[C:14]([N:16]1[CH2:20][CH2:19][CH2:18][CH:17]1[C:21]([NH2:23])=[O:22])=[O:15]. The catalyst is C1COCC1. The product is [C:10]([C@@H:6]1[CH2:7][CH2:8][CH2:9][N:5]1[C:3](=[O:4])[CH2:2][NH:12][C@@H:13]([CH2:24][CH:25]([CH3:27])[CH3:26])[C:14]([N:16]1[CH2:20][CH2:19][CH2:18][C@H:17]1[C:21]([NH2:23])=[O:22])=[O:15])#[N:11]. The yield is 0.620. (3) The reactants are C([O:3][C:4]([C:6]1[CH:7]=[C:8]2[C:13](=[CH:14][CH:15]=1)[NH:12][CH:11]([C:16]1[CH:21]=[CH:20][C:19]([F:22])=[C:18]([Cl:23])[CH:17]=1)[CH2:10][C:9]2([CH3:30])[C:24]1[CH:29]=[CH:28][CH:27]=[CH:26][CH:25]=1)=[O:5])C.[OH-].[Na+].Cl. The catalyst is CO.O1CCCC1.O. The product is [Cl:23][C:18]1[CH:17]=[C:16]([CH:11]2[CH2:10][C:9]([CH3:30])([C:24]3[CH:29]=[CH:28][CH:27]=[CH:26][CH:25]=3)[C:8]3[C:13](=[CH:14][CH:15]=[C:6]([C:4]([OH:5])=[O:3])[CH:7]=3)[NH:12]2)[CH:21]=[CH:20][C:19]=1[F:22]. The yield is 0.950. (4) The reactants are [N:1]1[CH:6]=[CH:5][C:4]([C:7]2[C:8]([C:20]3[CH:21]=[C:22]([CH:37]=[CH:38][CH:39]=3)[CH2:23][NH:24][C:25](=[O:36])[C:26]3[CH:31]=[CH:30][C:29]([C:32]([F:35])([F:34])[F:33])=[CH:28][CH:27]=3)=[N:9][N:10](COCC[Si](C)(C)C)[CH:11]=2)=[CH:3][CH:2]=1. The catalyst is Cl.O1CCOCC1. The product is [N:1]1[CH:6]=[CH:5][C:4]([C:7]2[C:8]([C:20]3[CH:21]=[C:22]([CH:37]=[CH:38][CH:39]=3)[CH2:23][NH:24][C:25](=[O:36])[C:26]3[CH:31]=[CH:30][C:29]([C:32]([F:34])([F:35])[F:33])=[CH:28][CH:27]=3)=[N:9][NH:10][CH:11]=2)=[CH:3][CH:2]=1. The yield is 0.310.